This data is from Full USPTO retrosynthesis dataset with 1.9M reactions from patents (1976-2016). The task is: Predict the reactants needed to synthesize the given product. (1) Given the product [Br:3][C:4]1[CH:5]=[CH:6][C:7]2[C:8]3[N:17]([CH2:18][CH:19]4[CH2:24][CH2:23][N:22]([C:42]([CH2:36][CH:37]([CH3:39])[CH3:38])=[O:44])[CH2:21][CH2:20]4)[C:16]([CH2:25][O:26][CH2:27][CH3:28])=[N:15][C:9]=3[C:10]([NH2:14])=[N:11][C:12]=2[CH:13]=1, predict the reactants needed to synthesize it. The reactants are: Cl.Cl.[Br:3][C:4]1[CH:5]=[CH:6][C:7]2[C:8]3[N:17]([CH2:18][CH:19]4[CH2:24][CH2:23][NH:22][CH2:21][CH2:20]4)[C:16]([CH2:25][O:26][CH2:27][CH3:28])=[N:15][C:9]=3[C:10]([NH2:14])=[N:11][C:12]=2[CH:13]=1.C(N(CC)CC)C.[C:36](Cl)(=O)[CH:37]([CH3:39])[CH3:38].[C:42](OCC)(=[O:44])C. (2) Given the product [CH3:26][S:27]([O:5][CH2:4][CH:3]([NH:6][C:7]([O:8][CH2:9][C:10]1[CH:15]=[CH:14][CH:13]=[CH:12][CH:11]=1)=[O:16])[C:2]([F:17])([F:18])[F:1])(=[O:29])=[O:28], predict the reactants needed to synthesize it. The reactants are: [F:1][C:2]([F:18])([F:17])[CH:3]([NH:6][C:7](=[O:16])[O:8][CH2:9][C:10]1[CH:15]=[CH:14][CH:13]=[CH:12][CH:11]=1)[CH2:4][OH:5].C(N(CC)CC)C.[CH3:26][S:27](Cl)(=[O:29])=[O:28]. (3) Given the product [CH:17]1([C:16]2[N:12]([C:4]3[CH:3]=[C:2]([NH:1][C:22]4[N:27]=[C:26]([NH:28][C@@H:29]5[CH2:37][C@H:36]6[N:32]([CH2:33][CH2:34][CH2:35]6)[C:31]([CH3:38])([CH3:39])[CH2:30]5)[C:25]([F:40])=[CH:24][N:23]=4)[CH:11]=[CH:10][C:5]=3[O:6][CH2:7][CH2:8][OH:9])[N:13]=[N:14][N:15]=2)[CH2:19][CH2:18]1, predict the reactants needed to synthesize it. The reactants are: [NH2:1][C:2]1[CH:11]=[CH:10][C:5]([O:6][CH2:7][CH2:8][OH:9])=[C:4]([N:12]2[C:16]([CH:17]3[CH2:19][CH2:18]3)=[N:15][N:14]=[N:13]2)[CH:3]=1.Cl.Cl[C:22]1[N:27]=[C:26]([NH:28][C@@H:29]2[CH2:37][C@H:36]3[N:32]([CH2:33][CH2:34][CH2:35]3)[C:31]([CH3:39])([CH3:38])[CH2:30]2)[C:25]([F:40])=[CH:24][N:23]=1.CC1C=CC(S(O)(=O)=O)=CC=1.O. (4) Given the product [OH:29][CH:28]([C:27]1[N:26]=[CH:25][C:24]([C:31]#[N:32])=[CH:23][C:22]=1[CH3:21])[CH2:30][N:7]1[CH2:8][CH2:9][N:4]([CH2:3][C@H:2]([OH:1])[C:10]2[CH:19]=[CH:18][C:13]3[C:14](=[O:17])[O:15][CH2:16][C:12]=3[C:11]=2[CH3:20])[CH2:5][CH2:6]1, predict the reactants needed to synthesize it. The reactants are: [OH:1][C@H:2]([C:10]1[CH:19]=[CH:18][C:13]2[C:14](=[O:17])[O:15][CH2:16][C:12]=2[C:11]=1[CH3:20])[CH2:3][N:4]1[CH2:9][CH2:8][NH:7][CH2:6][CH2:5]1.[CH3:21][C:22]1[CH:23]=[C:24]([C:31]#[N:32])[CH:25]=[N:26][C:27]=1[CH:28]1[CH2:30][O:29]1.